From a dataset of Reaction yield outcomes from USPTO patents with 853,638 reactions. Predict the reaction yield, written as a fraction of the theoretical maximum amount of product (1.0 means a 100% yield; for example, 0.34 means a 34% yield). (1) The reactants are [C:1]1([Mg]Br)[CH:6]=[CH:5][CH:4]=[CH:3][CH:2]=1.[NH:9]1[C:19]2[C:14](=[CH:15][CH:16]=[CH:17][CH:18]=2)[C:12](=[O:13])[C:10]1=[O:11]. The catalyst is C1COCC1. The product is [OH:13][C:12]1([C:14]2[CH:19]=[CH:18][CH:17]=[CH:16][CH:15]=2)[C:6]2[C:1](=[CH:2][CH:3]=[CH:4][CH:5]=2)[NH:9][C:10]1=[O:11]. The yield is 0.770. (2) The yield is 0.930. No catalyst specified. The reactants are [C:1]1([OH:7])[CH:6]=[CH:5][CH:4]=[CH:3][CH:2]=1.[C:8]1([CH3:19])[CH:13]=[CH:12][CH:11]=[CH:10][C:9]=1[CH2:14][CH2:15][C:16](Cl)=[O:17]. The product is [C:8]1([CH3:19])[CH:13]=[CH:12][CH:11]=[CH:10][C:9]=1[CH2:14][CH2:15][C:16]([O:7][C:1]1[CH:6]=[CH:5][CH:4]=[CH:3][CH:2]=1)=[O:17]. (3) The reactants are [CH2:1]([N:3]([CH:11]1[CH2:16][CH2:15][C:14]([C:17]2[C:25]3[C:20](=[CH:21][C:22]([NH:26][C:27]([C:29]4[S:30][CH:31]=[CH:32][CH:33]=4)=[NH:28])=[CH:23][CH:24]=3)[NH:19][CH:18]=2)=[CH:13][CH2:12]1)C(=O)OC(C)(C)C)[CH3:2].C(O)(C(F)(F)F)=O. The catalyst is C(Cl)Cl. The product is [CH2:1]([NH:3][CH:11]1[CH2:16][CH2:15][C:14]([C:17]2[C:25]3[C:20](=[CH:21][C:22]([NH:26][C:27]([C:29]4[S:30][CH:31]=[CH:32][CH:33]=4)=[NH:28])=[CH:23][CH:24]=3)[NH:19][CH:18]=2)=[CH:13][CH2:12]1)[CH3:2]. The yield is 0.890. (4) The reactants are Cl[C:2]1[N:7]=[C:6]([C:8]2[N:12]3[CH:13]=[CH:14][CH:15]=[CH:16][C:11]3=[N:10][C:9]=2[C:17]2[CH:18]=[C:19]([CH:31]=[CH:32][CH:33]=2)[C:20]([NH:22][C:23]2[C:28]([F:29])=[CH:27][CH:26]=[CH:25][C:24]=2[F:30])=[O:21])[CH:5]=[CH:4][N:3]=1.[CH3:34][C:35]1[C:36]([CH:44]2[CH2:49][CH2:48][N:47]([CH2:50][CH2:51][CH3:52])[CH2:46][CH2:45]2)=[CH:37][C:38]([O:42][CH3:43])=[C:39]([CH:41]=1)[NH2:40].C1(C)C=CC(S(O)(=O)=O)=CC=1.C[O-].[Na+]. The catalyst is C(Cl)Cl.CC(O)C. The product is [F:30][C:24]1[CH:25]=[CH:26][CH:27]=[C:28]([F:29])[C:23]=1[NH:22][C:20](=[O:21])[C:19]1[CH:31]=[CH:32][CH:33]=[C:17]([C:9]2[N:10]=[C:11]3[CH:16]=[CH:15][CH:14]=[CH:13][N:12]3[C:8]=2[C:6]2[CH:5]=[CH:4][N:3]=[C:2]([NH:40][C:39]3[CH:41]=[C:35]([CH3:34])[C:36]([CH:44]4[CH2:49][CH2:48][N:47]([CH2:50][CH2:51][CH3:52])[CH2:46][CH2:45]4)=[CH:37][C:38]=3[O:42][CH3:43])[N:7]=2)[CH:18]=1. The yield is 0.570. (5) The reactants are [NH2:1][C:2]1[C:7]([S:8]([N:11]([CH3:13])[CH3:12])(=[O:10])=[O:9])=[CH:6][C:5](Br)=[CH:4][N:3]=1.[CH3:15][O:16][C:17](=[O:29])[NH:18][C:19]1[CH:24]=[C:23]([Sn](C)(C)C)[CH:22]=[CH:21][N:20]=1.[Cl-].[Li+].O1CCOCC1. The catalyst is [Cu]I. The yield is 0.0570. The product is [CH3:15][O:16][C:17](=[O:29])[NH:18][C:19]1[CH:24]=[C:23]([C:5]2[CH:4]=[N:3][C:2]([NH2:1])=[C:7]([S:8](=[O:10])(=[O:9])[N:11]([CH3:13])[CH3:12])[CH:6]=2)[CH:22]=[CH:21][N:20]=1. (6) The yield is 0.750. The catalyst is CN(C)C=O.Cl. The reactants are [H-].[Na+].[CH3:3][O:4][C:5](=[O:9])[C@@H:6]([CH3:8])[OH:7].[CH2:10](Br)[C:11]1[CH:16]=[CH:15][CH:14]=[CH:13][CH:12]=1. The product is [CH2:10]([O:7][C@H:6]([CH3:8])[C:5]([O:4][CH3:3])=[O:9])[C:11]1[CH:16]=[CH:15][CH:14]=[CH:13][CH:12]=1.